Dataset: Forward reaction prediction with 1.9M reactions from USPTO patents (1976-2016). Task: Predict the product of the given reaction. Given the reactants [S:1]1[C:5]2[CH:6]=[CH:7][CH:8]=[CH:9][C:4]=2[CH:3]=[C:2]1[CH:10](O)[C:11]1[CH:12]=[C:13]([C:18]2([O:48][C@H:47]([CH2:49][O:50][CH2:51][C:52]3[CH:57]=[CH:56][CH:55]=[CH:54][CH:53]=3)[C@@H:38]([O:39][CH2:40][C:41]3[CH:46]=[CH:45][CH:44]=[CH:43][CH:42]=3)[C@H:29]([O:30][CH2:31][C:32]3[CH:37]=[CH:36][CH:35]=[CH:34][CH:33]=3)[C@H:20]2[O:21][CH2:22][C:23]2[CH:28]=[CH:27][CH:26]=[CH:25][CH:24]=2)O)[CH:14]=[CH:15][C:16]=1[F:17].C([SiH](CC)CC)C.C(=O)(O)[O-].[Na+], predict the reaction product. The product is: [S:1]1[C:5]2[CH:6]=[CH:7][CH:8]=[CH:9][C:4]=2[CH:3]=[C:2]1[CH2:10][C:11]1[CH:12]=[C:13]([C@@H:18]2[O:48][C@H:47]([CH2:49][O:50][CH2:51][C:52]3[CH:57]=[CH:56][CH:55]=[CH:54][CH:53]=3)[C@@H:38]([O:39][CH2:40][C:41]3[CH:42]=[CH:43][CH:44]=[CH:45][CH:46]=3)[C@H:29]([O:30][CH2:31][C:32]3[CH:37]=[CH:36][CH:35]=[CH:34][CH:33]=3)[C@H:20]2[O:21][CH2:22][C:23]2[CH:24]=[CH:25][CH:26]=[CH:27][CH:28]=2)[CH:14]=[CH:15][C:16]=1[F:17].